From a dataset of Forward reaction prediction with 1.9M reactions from USPTO patents (1976-2016). Predict the product of the given reaction. (1) Given the reactants [CH3:1][S:2][C:3]1[CH:8]=[CH:7][N:6]=[C:5]2[NH:9][C:10]([C:12]([O:14]C)=O)=[CH:11][C:4]=12.[H-].[Na+].Br[CH2:19][CH2:20][CH2:21][C:22]([O:24][CH2:25][CH3:26])=[O:23].[NH4+].[Cl-], predict the reaction product. The product is: [CH3:1][S:2][C:3]1[C:4]2[CH:11]=[C:10]3[N:9]([C:5]=2[N:6]=[CH:7][CH:8]=1)[CH2:19][CH2:20][CH:21]([C:22]([O:24][CH2:25][CH3:26])=[O:23])[C:12]3=[O:14]. (2) The product is: [Cl:13][C:14]1[CH:19]=[CH:18][C:17]([C:3]2[CH:4]=[CH:5][C:6]([CH:8]=[O:9])=[CH:7][C:2]=2[F:1])=[CH:16][CH:15]=1. Given the reactants [F:1][C:2]1[CH:7]=[C:6]([CH:8]=[O:9])[CH:5]=[CH:4][C:3]=1B(O)O.[Cl:13][C:14]1[CH:19]=[CH:18][C:17](I)=[CH:16][CH:15]=1.C(=O)([O-])[O-].[Na+].[Na+], predict the reaction product. (3) Given the reactants [Cl:1][C:2]1[CH:10]=[CH:9][C:5]([C:6]([OH:8])=O)=[CH:4][CH:3]=1.Cl.Cl.[N:13]12[CH2:21][CH2:20][CH:17]([CH2:18][CH2:19]1)[NH:16][CH2:15][CH2:14]2.O.ON1C2C=CC=CC=2N=N1.F[B-](F)(F)F.N1(OC(N(C)C)=[N+](C)C)C2C=CC=CC=2N=N1.C(N(C(C)C)CC)(C)C.[OH-].[Na+], predict the reaction product. The product is: [Cl:1][C:2]1[CH:3]=[CH:4][C:5]([C:6]([N:16]2[CH:17]3[CH2:20][CH2:21][N:13]([CH2:19][CH2:18]3)[CH2:14][CH2:15]2)=[O:8])=[CH:9][CH:10]=1. (4) Given the reactants [CH3:1][O:2][C:3]1[CH:12]=[CH:11][CH:10]=[C:9]2[C:4]=1[C:5](=[O:15])[N:6]([CH3:14])[C:7](=[O:13])[NH:8]2.[H-].[Na+].Br[CH2:19][CH:20]([CH2:23][CH3:24])[CH2:21][CH3:22], predict the reaction product. The product is: [CH2:4]([CH:3]([CH2:12][CH3:11])[CH2:1][O:2][C:3]1[CH:12]=[CH:11][CH:10]=[C:9]2[C:4]=1[C:5](=[O:15])[N:6]([CH3:14])[C:7](=[O:13])[N:8]2[CH2:19][CH:20]([CH2:23][CH3:24])[CH2:21][CH3:22])[CH3:5]. (5) The product is: [Br:1][C:2]1[CH:7]=[CH:6][C:5]([C:8]([NH:11][C:32](=[O:33])[C:31]2[CH:35]=[CH:36][C:28]([C:24]([CH3:26])([CH3:25])[CH3:27])=[CH:29][CH:30]=2)([CH3:10])[CH3:9])=[C:4]([F:12])[CH:3]=1. Given the reactants [Br:1][C:2]1[CH:7]=[CH:6][C:5]([C:8]([NH2:11])([CH3:10])[CH3:9])=[C:4]([F:12])[CH:3]=1.C(=O)(O)[O-].[Na+].O.C1COCC1.[C:24]([C:28]1[CH:36]=[CH:35][C:31]([C:32](Cl)=[O:33])=[CH:30][CH:29]=1)([CH3:27])([CH3:26])[CH3:25], predict the reaction product. (6) The product is: [CH:14]1([CH2:17][CH2:18][NH:19][C:20]([C:22]2[N:23]=[N:24][C:25]([N:28]3[CH2:33][CH2:32][N:31]([C:4](=[O:5])[C:3]([CH3:11])([C:7]([F:10])([F:9])[F:8])[C:2]([F:13])([F:12])[F:1])[CH2:30][CH2:29]3)=[CH:26][CH:27]=2)=[O:21])[CH2:16][CH2:15]1. Given the reactants [F:1][C:2]([F:13])([F:12])[C:3]([CH3:11])([C:7]([F:10])([F:9])[F:8])[C:4](Cl)=[O:5].[CH:14]1([CH2:17][CH2:18][NH:19][C:20]([C:22]2[N:23]=[N:24][C:25]([N:28]3[CH2:33][CH2:32][NH:31][CH2:30][CH2:29]3)=[CH:26][CH:27]=2)=[O:21])[CH2:16][CH2:15]1, predict the reaction product. (7) The product is: [ClH:1].[Cl:18][C:15]1[CH:14]=[CH:13][C:12]([CH2:11][NH:10][C:8]2[N:7]([C:19]3[CH:20]=[CH:21][C:22]([O:25][CH2:26][CH3:27])=[CH:23][CH:24]=3)[C:6]3[CH:28]=[C:2]([Cl:1])[CH:3]=[CH:4][C:5]=3[N:9]=2)=[CH:17][CH:16]=1. Given the reactants [Cl:1][C:2]1[CH:3]=[CH:4][C:5]2[N:9]=[C:8]([NH:10][CH2:11][C:12]3[CH:17]=[CH:16][C:15]([Cl:18])=[CH:14][CH:13]=3)[N:7]([C:19]3[CH:24]=[CH:23][C:22]([O:25][CH2:26][CH3:27])=[CH:21][CH:20]=3)[C:6]=2[CH:28]=1.C(OCC)(=O)C.Cl, predict the reaction product.